From a dataset of Forward reaction prediction with 1.9M reactions from USPTO patents (1976-2016). Predict the product of the given reaction. (1) Given the reactants Br[C:2]1[C:10]2[C:5](=[CH:6][C:7]([CH:12]([N:14]([CH:22]3[CH2:24][CH2:23]3)[C:15](=[O:21])[O:16][C:17]([CH3:20])([CH3:19])[CH3:18])[CH3:13])=[CH:8][C:9]=2I)[N:4]([CH2:25][CH2:26][CH2:27][O:28][CH3:29])[N:3]=1.C(N(C(C)C)CC)(C)C, predict the reaction product. The product is: [CH:22]1([N:14]([CH:12]([C:7]2[CH:6]=[C:5]3[C:10]([CH:2]=[N:3][N:4]3[CH2:25][CH2:26][CH2:27][O:28][CH3:29])=[CH:9][CH:8]=2)[CH3:13])[C:15](=[O:21])[O:16][C:17]([CH3:19])([CH3:20])[CH3:18])[CH2:23][CH2:24]1. (2) Given the reactants C(OC([N:8]1[CH2:13][CH2:12][CH:11]([CH2:14][C:15]([O:17][CH2:18][CH3:19])=[O:16])[CH:10]([F:20])[CH2:9]1)=O)(C)(C)C.C(O)(C(F)(F)F)=O, predict the reaction product. The product is: [F:20][CH:10]1[CH:11]([CH2:14][C:15]([O:17][CH2:18][CH3:19])=[O:16])[CH2:12][CH2:13][NH:8][CH2:9]1. (3) Given the reactants [C:1]([O:5][C:6]([N:8]([CH2:29][O:30][CH2:31][CH2:32][Si:33]([CH3:36])([CH3:35])[CH3:34])[C:9]1[S:10][C@]2(C(OC)=O)[C@H:13]([C@:14]([C:17]3[CH:22]=[CH:21][CH:20]=[C:19]([F:23])[C:18]=3[F:24])(C)[N:15]=1)C2)=[O:7])([CH3:4])([CH3:3])[CH3:2].Cl.[CH3:38][NH:39][O:40][CH3:41].C([Mg]Cl)(C)C.[CH2:47]1[CH2:51][O:50][CH2:49][CH2:48]1, predict the reaction product. The product is: [C:1]([O:5][C:6](=[O:7])[N:8]([C:9]1[S:10][C@:47]2([C:51](=[O:50])[N:39]([O:40][CH3:41])[CH3:38])[C@H:48]([C@:14]([C:17]3[CH:22]=[CH:21][CH:20]=[C:19]([F:23])[C:18]=3[F:24])([CH3:13])[N:15]=1)[CH2:49]2)[CH2:29][O:30][CH2:31][CH2:32][Si:33]([CH3:34])([CH3:36])[CH3:35])([CH3:4])([CH3:3])[CH3:2]. (4) Given the reactants Br[C:2]1[CH:7]=[CH:6][C:5]([OH:8])=[CH:4][CH:3]=1.[C:9]([C:11]1[CH:12]=[CH:13][C:14]([O:33][CH:34]([CH3:36])[CH3:35])=[C:15]([CH:32]=1)[C:16]([NH:18][C@@H:19]([CH2:30][OH:31])[CH2:20][C:21]1[C:29]2[C:24](=[CH:25][CH:26]=[CH:27][CH:28]=2)[NH:23][CH:22]=1)=[O:17])#[CH:10], predict the reaction product. The product is: [OH:31][CH2:30][C@H:19]([NH:18][C:16](=[O:17])[C:15]1[CH:32]=[C:11]([C:9]#[C:10][C:2]2[CH:7]=[CH:6][C:5]([OH:8])=[CH:4][CH:3]=2)[CH:12]=[CH:13][C:14]=1[O:33][CH:34]([CH3:36])[CH3:35])[CH2:20][C:21]1[C:29]2[C:24](=[CH:25][CH:26]=[CH:27][CH:28]=2)[NH:23][CH:22]=1. (5) Given the reactants [F:1][C:2]1[C:3]2[C:4]3[C@H:18]4[N:14]([CH2:15][CH2:16][CH2:17]4)[CH2:13][CH2:12][C:5]=3[NH:6][C:7]=2[CH:8]=[CH:9][C:10]=1[CH3:11].[H-].[Na+].[CH3:21][C:22]1([C:25]2[CH:26]=[N:27][CH:28]=[CH:29][CH:30]=2)[CH2:24][O:23]1, predict the reaction product. The product is: [F:1][C:2]1[C:3]2[C:4]3[C@H:18]4[N:14]([CH2:15][CH2:16][CH2:17]4)[CH2:13][CH2:12][C:5]=3[N:6]([CH2:21][C@@:22]([C:25]3[CH:26]=[N:27][CH:28]=[CH:29][CH:30]=3)([OH:23])[CH3:24])[C:7]=2[CH:8]=[CH:9][C:10]=1[CH3:11]. (6) Given the reactants [F:1][C:2]([F:12])([F:11])[C:3]1[CH:8]=[CH:7][CH:6]=[CH:5][C:4]=1[O:9][CH3:10].C1N2CN3CN(C2)CN1C3.FC(F)(F)[C:25](O)=[O:26], predict the reaction product. The product is: [F:1][C:2]([F:11])([F:12])[C:3]1[CH:8]=[C:7]([CH:6]=[CH:5][C:4]=1[O:9][CH3:10])[CH:25]=[O:26]. (7) Given the reactants Cl.[F:2][C:3]1[CH:8]=[CH:7][C:6]([NH:9][C:10]([O:12][N:13]=[C:14]2[CH2:19][CH2:18][N:17](C(OC(C)(C)C)=O)[CH2:16][CH2:15]2)=[O:11])=[CH:5][CH:4]=1, predict the reaction product. The product is: [F:2][C:3]1[CH:8]=[CH:7][C:6]([NH:9][C:10]([O:12][N:13]=[C:14]2[CH2:19][CH2:18][NH:17][CH2:16][CH2:15]2)=[O:11])=[CH:5][CH:4]=1. (8) Given the reactants Cl[C:2]1[N:7]=[C:6]([CH2:8][S:9]([CH3:12])(=[O:11])=[O:10])[CH:5]=[C:4]([N:13]2[CH2:18][CH2:17][O:16][CH2:15][CH2:14]2)[N:3]=1.COCCOC.CC1(C)C(C)(C)OB([C:33]2[CH:39]=[CH:38][C:36]([NH2:37])=[CH:35][CH:34]=2)O1.C(=O)([O-])[O-].[Na+].[Na+], predict the reaction product. The product is: [CH3:12][S:9]([CH2:8][C:6]1[CH:5]=[C:4]([N:13]2[CH2:18][CH2:17][O:16][CH2:15][CH2:14]2)[N:3]=[C:2]([C:33]2[CH:39]=[CH:38][C:36]([NH2:37])=[CH:35][CH:34]=2)[N:7]=1)(=[O:11])=[O:10]. (9) Given the reactants [Br:1][C:2]1[C:11]([CH3:12])=[CH:10][CH:9]=[CH:8][C:3]=1[C:4](OC)=[O:5].[BH4-].[Li+].C1COCC1, predict the reaction product. The product is: [Br:1][C:2]1[C:11]([CH3:12])=[CH:10][CH:9]=[CH:8][C:3]=1[CH2:4][OH:5]. (10) The product is: [CH2:26]([O:1][C:2]1[CH:3]=[CH:4][C:5]([C:8]([C:11]2[CH:12]=[CH:13][C:14]([OH:17])=[CH:15][CH:16]=2)([CH3:10])[CH3:9])=[CH:6][CH:7]=1)[C:25]#[CH:24]. Given the reactants [OH:1][C:2]1[CH:7]=[CH:6][C:5]([C:8]([C:11]2[CH:16]=[CH:15][C:14]([OH:17])=[CH:13][CH:12]=2)([CH3:10])[CH3:9])=[CH:4][CH:3]=1.C([O-])([O-])=O.[K+].[K+].[CH2:24](Br)[C:25]#[CH:26].C(OCC)(=O)C, predict the reaction product.